This data is from Acute oral toxicity (LD50) regression data from Zhu et al.. The task is: Regression/Classification. Given a drug SMILES string, predict its toxicity properties. Task type varies by dataset: regression for continuous values (e.g., LD50, hERG inhibition percentage) or binary classification for toxic/non-toxic outcomes (e.g., AMES mutagenicity, cardiotoxicity, hepatotoxicity). Dataset: ld50_zhu. (1) The molecule is CCOC(=O)C1=CC2(CC)CCCN3CCc4c(n1c1ccccc41)C32. The rat oral LD50 is 2.84, given as -log10 of the dose in mol/kg body weight (higher means more acutely toxic). (2) The molecule is CCCCOCCOCCO. The rat oral LD50 is 1.46, given as -log10 of the dose in mol/kg body weight (higher means more acutely toxic). (3) The compound is CC(C)=CC1CC(C)=CCO1. The rat oral LD50 is 1.48, given as -log10 of the dose in mol/kg body weight (higher means more acutely toxic).